From a dataset of Catalyst prediction with 721,799 reactions and 888 catalyst types from USPTO. Predict which catalyst facilitates the given reaction. (1) Reactant: Cl.[CH3:2][C:3]1[NH:4][CH:5]=[C:6]([C:8]2[CH:13]=[CH:12][CH:11]=[CH:10][CH:9]=2)[N:7]=1.[Cl:14][C:15]1[CH:22]=[CH:21][C:18]([CH2:19]Br)=[CH:17][CH:16]=1.[H-].[Na+]. Product: [Cl:14][C:15]1[CH:22]=[CH:21][C:18]([CH2:19][N:4]2[CH:5]=[C:6]([C:8]3[CH:9]=[CH:10][CH:11]=[CH:12][CH:13]=3)[N:7]=[C:3]2[CH3:2])=[CH:17][CH:16]=1. The catalyst class is: 3. (2) Reactant: [CH:1]12[CH2:10][CH:5]3[CH2:6][CH:7]([CH2:9][CH:3]([CH2:4]3)[CH:2]1[OH:11])[CH2:8]2.[Cl:12][C:13]1[C:14](F)=[CH:15][C:16]([F:26])=[C:17]([CH:25]=1)[C:18]([O:20][C:21]([CH3:24])([CH3:23])[CH3:22])=[O:19].C(=O)([O-])[O-].[Cs+].[Cs+]. Product: [CH:1]12[CH2:10][CH:5]3[CH2:6][CH:7]([CH2:9][CH:3]([CH2:4]3)[CH:2]1[O:11][C:14]1[C:13]([Cl:12])=[CH:25][C:17]([C:18]([O:20][C:21]([CH3:22])([CH3:23])[CH3:24])=[O:19])=[C:16]([F:26])[CH:15]=1)[CH2:8]2. The catalyst class is: 58. (3) Reactant: [CH3:1][O:2][C:3]1[CH:8]=[CH:7][C:6]([N+:9]([O-:11])=[O:10])=[CH:5][C:4]=1[NH2:12].Cl.Cl[CH2:15][CH2:16][NH:17][CH2:18][CH2:19]Cl.C(=O)([O-])[O-].[K+].[K+]. Product: [CH3:1][O:2][C:3]1[CH:8]=[CH:7][C:6]([N+:9]([O-:11])=[O:10])=[CH:5][C:4]=1[N:12]1[CH2:19][CH2:18][NH:17][CH2:16][CH2:15]1. The catalyst class is: 159. (4) Reactant: [F:1][C:2]1[C:3](F)=[CH:4][C:5]2[O:10][CH2:9][N:8]([C:11]3[CH:16]=[CH:15][C:14]([N+:17]([O-:19])=[O:18])=[CH:13][CH:12]=3)[C:7](=[O:20])[C:6]=2[CH:21]=1.[CH3:23][NH2:24].O. Product: [F:1][C:2]1[C:3]([NH:24][CH3:23])=[CH:4][C:5]2[O:10][CH2:9][N:8]([C:11]3[CH:16]=[CH:15][C:14]([N+:17]([O-:19])=[O:18])=[CH:13][CH:12]=3)[C:7](=[O:20])[C:6]=2[CH:21]=1. The catalyst class is: 16. (5) Reactant: C[O:2][C:3]([C:5]1[C:6]([C:21]2[CH:26]=[CH:25][C:24]([C:27]3[NH:28][C:29]([CH:32]4[CH2:36][CH2:35][CH2:34][NH:33]4)=[N:30][CH:31]=3)=[CH:23][C:22]=2[CH2:37][NH:38][CH3:39])=[CH:7][CH:8]=[C:9]([C:11]2[NH:12]C(C3CCCN3)=[N:14][CH:15]=2)[CH:10]=1)=O.C([N:43]([CH:46]([CH3:48])[CH3:47])[CH2:44][CH3:45])(C)C. Product: [CH3:39][N:38]1[CH2:37][C:22]2[CH:23]=[C:24]([C:27]3[NH:28][C:29]([CH:32]4[CH2:36][CH2:35][CH2:34][NH:33]4)=[N:30][CH:31]=3)[CH:25]=[CH:26][C:21]=2[C:6]2[CH:7]=[CH:8][C:9]([C:11]3[NH:12][C:48]([CH:46]4[CH2:47][CH2:45][CH2:44][NH:43]4)=[N:14][CH:15]=3)=[CH:10][C:5]=2[C:3]1=[O:2]. The catalyst class is: 17. (6) Reactant: [CH3:1][C@H:2]([CH2:5][S:6][C:7]1[CH:12]=[CH:11][CH:10]=[C:9]([O:13][CH3:14])[C:8]=1[OH:15])[CH2:3][OH:4].[C:16](=O)([O-])[O-].[K+].[K+].CI. Product: [CH3:1][C@H:2]([CH2:5][S:6][C:7]1[CH:12]=[CH:11][CH:10]=[C:9]([O:13][CH3:14])[C:8]=1[O:15][CH3:16])[CH2:3][OH:4]. The catalyst class is: 21. (7) Reactant: Br[CH2:2][CH2:3][C:4]1[C:12]2[C:7](=[CH:8][CH:9]=[CH:10][CH:11]=2)[N:6]([S:13]([C:16]2[N:23]3[C:19]([S:20][CH:21]=[CH:22]3)=[N:18][C:17]=2[Cl:24])(=[O:15])=[O:14])[CH:5]=1.[CH3:25][NH2:26]. Product: [Cl:24][C:17]1[N:18]=[C:19]2[N:23]([C:16]=1[S:13]([N:6]1[C:7]3[C:12](=[CH:11][CH:10]=[CH:9][CH:8]=3)[C:4]([CH2:3][CH2:2][NH:26][CH3:25])=[CH:5]1)(=[O:14])=[O:15])[CH:22]=[CH:21][S:20]2. The catalyst class is: 1.